From a dataset of Catalyst prediction with 721,799 reactions and 888 catalyst types from USPTO. Predict which catalyst facilitates the given reaction. (1) Reactant: C(OC([N:8]1[C:12]2[CH:13]=[CH:14][CH:15]=[CH:16][C:11]=2[N:10]=[C:9]1[CH2:17][NH:18][CH:19]1[C:28]2[N:27]=[CH:26][CH:25]=[CH:24][C:23]=2[CH2:22][CH2:21][CH2:20]1)=O)(C)(C)C.[N:29]1[CH:34]=[CH:33][C:32]([CH:35]=O)=[CH:31][CH:30]=1.C(O[BH-](OC(=O)C)OC(=O)C)(=O)C.[Na+].C(=O)(O)[O-].[Na+]. Product: [NH:8]1[C:12]2[CH:13]=[CH:14][CH:15]=[CH:16][C:11]=2[N:10]=[C:9]1[CH2:17][N:18]([CH2:35][C:32]1[CH:33]=[CH:34][N:29]=[CH:30][CH:31]=1)[CH:19]1[C:28]2[N:27]=[CH:26][CH:25]=[CH:24][C:23]=2[CH2:22][CH2:21][CH2:20]1. The catalyst class is: 157. (2) Reactant: [CH3:1][N:2]1[CH2:7][CH2:6][NH:5][CH2:4][CH2:3]1.C1C=CC(P(C2C(C3C(P(C4C=CC=CC=4)C4C=CC=CC=4)=CC=C4C=3C=CC=C4)=C3C(C=CC=C3)=CC=2)C2C=CC=CC=2)=CC=1.C(=O)([O-])[O-].[Cs+].[Cs+].Br[C:61]1[CH:70]=[CH:69][C:64]([C:65]([O:67][CH3:68])=[O:66])=[CH:63][C:62]=1[F:71]. Product: [F:71][C:62]1[CH:63]=[C:64]([CH:69]=[CH:70][C:61]=1[N:5]1[CH2:6][CH2:7][N:2]([CH3:1])[CH2:3][CH2:4]1)[C:65]([O:67][CH3:68])=[O:66]. The catalyst class is: 101.